From a dataset of Catalyst prediction with 721,799 reactions and 888 catalyst types from USPTO. Predict which catalyst facilitates the given reaction. (1) Reactant: [Cl:1][C:2]1[CH:28]=[CH:27][C:5]([CH2:6][NH:7][C:8]([C:10]2[C:11]([OH:26])=[C:12]3[CH:18]=[C:17]([CH2:19][N:20]4[CH2:25][CH2:24][O:23][CH2:22][CH2:21]4)[S:16][C:13]3=[N:14][CH:15]=2)=[O:9])=[CH:4][CH:3]=1.C(=O)([O-])[O-].[K+].[K+].[CH2:35](Br)[CH:36]1[O:40][CH2:39][CH2:38][CH2:37]1.O. Product: [Cl:1][C:2]1[CH:28]=[CH:27][C:5]([CH2:6][NH:7][C:8]([C:10]2[C:11](=[O:26])[C:12]3[CH:18]=[C:17]([CH2:19][N:20]4[CH2:21][CH2:22][O:23][CH2:24][CH2:25]4)[S:16][C:13]=3[N:14]([CH2:35][CH:36]3[CH2:37][CH2:38][CH2:39][O:40]3)[CH:15]=2)=[O:9])=[CH:4][CH:3]=1. The catalyst class is: 3. (2) Reactant: CC([O-])(C)C.[Na+].C(OC([N:14]1[CH2:18][C@H:17]([O:19][C:20]2[CH:25]=[CH:24][CH:23]=[C:22]([CH:26]([CH3:28])[CH3:27])[CH:21]=2)[C@H:16]([CH2:29][NH:30][C:31]2[CH:36]=[CH:35][C:34]([Cl:37])=[CH:33][CH:32]=2)[CH2:15]1)=O)(C)(C)C.Br[C:39]1[CH:44]=[CH:43][CH:42]=[CH:41][CH:40]=1. Product: [Cl:37][C:34]1[CH:35]=[CH:36][C:31]([N:30]([CH2:29][C@@H:16]2[C@@H:17]([O:19][C:20]3[CH:25]=[CH:24][CH:23]=[C:22]([CH:26]([CH3:27])[CH3:28])[CH:21]=3)[CH2:18][NH:14][CH2:15]2)[C:39]2[CH:44]=[CH:43][CH:42]=[CH:41][CH:40]=2)=[CH:32][CH:33]=1. The catalyst class is: 11. (3) Product: [CH3:1][N:2]1[CH2:7][CH2:6][N:5]([CH2:8][C:9]2[CH:14]=[CH:13][C:12]([NH2:15])=[CH:11][C:10]=2[C:18]([F:21])([F:19])[F:20])[CH2:4][CH2:3]1. The catalyst class is: 94. Reactant: [CH3:1][N:2]1[CH2:7][CH2:6][N:5]([CH2:8][C:9]2[CH:14]=[CH:13][C:12]([N+:15]([O-])=O)=[CH:11][C:10]=2[C:18]([F:21])([F:20])[F:19])[CH2:4][CH2:3]1. (4) Product: [CH3:23][O:24][CH2:25][CH2:26][N:27]1[C:31]([CH:32]=[O:33])=[N:30][C:29]([C:34]2[CH:39]=[CH:38][CH:37]=[CH:36][CH:35]=2)=[N:28]1. The catalyst class is: 2. Reactant: CC(OI1(OC(C)=O)(OC(C)=O)OC(=O)C2C=CC=CC1=2)=O.[CH3:23][O:24][CH2:25][CH2:26][N:27]1[C:31]([CH2:32][OH:33])=[N:30][C:29]([C:34]2[CH:39]=[CH:38][CH:37]=[CH:36][CH:35]=2)=[N:28]1.